Task: Predict the product of the given reaction.. Dataset: Forward reaction prediction with 1.9M reactions from USPTO patents (1976-2016) (1) Given the reactants [CH3:1][C:2]1[C:7]2[N:8]=[C:9]([CH2:11][CH2:12][CH3:13])[NH:10][C:6]=2[CH:5]=[C:4]([C:14](OC)=O)[CH:3]=1.[CH3:18][NH:19][C:20]1[C:21]([NH2:26])=[CH:22][CH:23]=[CH:24][CH:25]=1.N, predict the reaction product. The product is: [CH3:1][C:2]1[C:7]2[N:8]=[C:9]([CH2:11][CH2:12][CH3:13])[NH:10][C:6]=2[CH:5]=[C:4]([C:14]2[N:19]([CH3:18])[C:20]3[CH:25]=[CH:24][CH:23]=[CH:22][C:21]=3[N:26]=2)[CH:3]=1. (2) Given the reactants [NH2:1][C:2]1[S:3][C:4]([CH2:25][OH:26])=[C:5]([C:7]2[C:8]([CH:21]([OH:24])[CH2:22][CH3:23])=[N:9][N:10]([CH2:12][C:13]3[CH:18]=[CH:17][C:16]([O:19][CH3:20])=[CH:15][CH:14]=3)[CH:11]=2)[N:6]=1.Cl[C:28]1[N:33]=[CH:32][C:31]([F:34])=[CH:30][N:29]=1.CC1(C)C2C(=C(P(C3C=CC=CC=3)C3C=CC=CC=3)C=CC=2)OC2C(P(C3C=CC=CC=3)C3C=CC=CC=3)=CC=CC1=2.C([O-])([O-])=O.[Cs+].[Cs+], predict the reaction product. The product is: [CH3:20][O:19][C:16]1[CH:15]=[CH:14][C:13]([CH2:12][N:10]2[CH:11]=[C:7]([C:5]3[N:6]=[C:2]([NH:1][C:28]4[N:33]=[CH:32][C:31]([F:34])=[CH:30][N:29]=4)[S:3][C:4]=3[CH2:25][OH:26])[C:8]([CH:21]([OH:24])[CH2:22][CH3:23])=[N:9]2)=[CH:18][CH:17]=1. (3) Given the reactants [CH3:1][C:2]1([CH3:15])[CH2:7][CH2:6][CH2:5][C:4](=O)[CH:3]1[CH2:9][C:10]([O:12]CC)=O.[CH2:16]([NH2:23])[C:17]1[CH:22]=[CH:21][CH:20]=[CH:19][CH:18]=1.C(O)(=O)C.C(O[BH-](OC(=O)C)OC(=O)C)(=O)C.[Na+], predict the reaction product. The product is: [CH2:16]([N:23]1[C:4]2[CH:3]([C:2]([CH3:1])([CH3:15])[CH2:7][CH2:6][CH:5]=2)[CH2:9][C:10]1=[O:12])[C:17]1[CH:22]=[CH:21][CH:20]=[CH:19][CH:18]=1.